Dataset: Full USPTO retrosynthesis dataset with 1.9M reactions from patents (1976-2016). Task: Predict the reactants needed to synthesize the given product. (1) Given the product [Cl:1][C:2]1[NH:6][N:5]=[C:4]([C:7]([NH:17][C:16]2[CH:18]=[CH:19][C:20]([F:22])=[CH:21][C:15]=2[Cl:14])=[O:9])[CH:3]=1, predict the reactants needed to synthesize it. The reactants are: [Cl:1][C:2]1[NH:6][N:5]=[C:4]([C:7]([OH:9])=O)[CH:3]=1.O=S(Cl)Cl.[Cl:14][C:15]1[CH:21]=[C:20]([F:22])[CH:19]=[CH:18][C:16]=1[NH2:17]. (2) Given the product [Br:1][C:2]1[CH:3]=[C:4]([CH3:16])[C:5]([C:8]2[CH2:13][CH2:12][CH:11]([N:14]([CH3:15])[C:24](=[O:29])[C:25]([CH3:26])([CH3:27])[CH3:28])[CH2:10][CH:9]=2)=[N:6][CH:7]=1, predict the reactants needed to synthesize it. The reactants are: [Br:1][C:2]1[CH:3]=[C:4]([CH3:16])[C:5]([C:8]2[CH2:13][CH2:12][CH:11]([NH:14][CH3:15])[CH2:10][CH:9]=2)=[N:6][CH:7]=1.[C:24](O[C:24](=[O:29])[C:25]([CH3:28])([CH3:27])[CH3:26])(=[O:29])[C:25]([CH3:28])([CH3:27])[CH3:26].O. (3) Given the product [Cl:1][C:2]1[CH:10]=[C:9]2[C:5]([CH:6]=[CH:7][N:8]2[C:12]2[CH:17]=[CH:16][CH:15]=[C:14]([CH3:18])[CH:13]=2)=[CH:4][CH:3]=1, predict the reactants needed to synthesize it. The reactants are: [Cl:1][C:2]1[CH:10]=[C:9]2[C:5]([CH:6]=[CH:7][NH:8]2)=[CH:4][CH:3]=1.I[C:12]1[CH:17]=[CH:16][CH:15]=[C:14]([CH3:18])[CH:13]=1. (4) Given the product [F:37][C:34]1[CH:33]=[CH:32][C:31]([C:23]2[C:22]([C:9]3[CH:14]=[CH:13][N:12]=[C:11]([NH:15][C:16](=[O:19])[CH2:17][CH3:18])[CH:10]=3)=[CH:26][N:25]([CH2:27][CH2:28][O:29][CH3:30])[N:24]=2)=[CH:36][CH:35]=1, predict the reactants needed to synthesize it. The reactants are: CC1(C)C(C)(C)OB([C:9]2[CH:14]=[CH:13][N:12]=[C:11]([NH:15][C:16](=[O:19])[CH2:17][CH3:18])[CH:10]=2)O1.Br[C:22]1[C:23]([C:31]2[CH:36]=[CH:35][C:34]([F:37])=[CH:33][CH:32]=2)=[N:24][N:25]([CH2:27][CH2:28][O:29][CH3:30])[CH:26]=1.C(=O)([O-])[O-].[Cs+].[Cs+]. (5) Given the product [CH:1]1([C@H:4]2[CH2:10][O:9][C:8](=[O:14])[NH:7]2)[CH2:2][CH2:3]1, predict the reactants needed to synthesize it. The reactants are: [CH:1]1([C@H:4]([NH:7][C:8](=[O:14])[O:9][C:10](C)(C)C)CO)[CH2:3][CH2:2]1.CC([O-])(C)C.[K+]. (6) Given the product [Br:1][C:2]1[C:10]2[N:9]=[C:8]([O:31][C:24]3[C:25]([CH3:30])=[CH:26][C:27]([Cl:29])=[CH:28][C:23]=3[Cl:22])[N:7]([CH2:12][CH2:13][N:14]([CH3:16])[CH3:15])[C:6]=2[C:5]([CH:17]([CH2:20][CH3:21])[CH2:18][CH3:19])=[CH:4][CH:3]=1, predict the reactants needed to synthesize it. The reactants are: [Br:1][C:2]1[C:10]2[N:9]=[C:8](Cl)[N:7]([CH2:12][CH2:13][N:14]([CH3:16])[CH3:15])[C:6]=2[C:5]([CH:17]([CH2:20][CH3:21])[CH2:18][CH3:19])=[CH:4][CH:3]=1.[Cl:22][C:23]1[CH:28]=[C:27]([Cl:29])[CH:26]=[C:25]([CH3:30])[C:24]=1[OH:31].C(=O)([O-])[O-].[K+].[K+].C(=O)([O-])O.[Na+]. (7) Given the product [NH2:21][CH2:19][C@H:16]1[CH2:15][CH2:14][C@H:13]([CH2:12][NH:11][S:8]([C:5]2[CH:6]=[CH:7][C:2]([Br:1])=[CH:3][C:4]=2[O:22][C:23]([F:25])([F:26])[F:24])(=[O:10])=[O:9])[CH2:18][CH2:17]1, predict the reactants needed to synthesize it. The reactants are: [Br:1][C:2]1[CH:7]=[CH:6][C:5]([S:8]([NH:11][CH2:12][C@H:13]2[CH2:18][CH2:17][C@H:16]([C:19]([NH2:21])=O)[CH2:15][CH2:14]2)(=[O:10])=[O:9])=[C:4]([O:22][C:23]([F:26])([F:25])[F:24])[CH:3]=1.